This data is from M1 muscarinic receptor antagonist screen with 61,756 compounds. The task is: Binary Classification. Given a drug SMILES string, predict its activity (active/inactive) in a high-throughput screening assay against a specified biological target. (1) The compound is O(c1ccc(n2nnnc2)cc1)C(=O)c1occc1. The result is 0 (inactive). (2) The drug is Clc1c(c2oc(c(c3sc4n(n3)c(nn4)c3occc3)c2)C)cccc1. The result is 0 (inactive). (3) The molecule is Brc1c(NC(=O)c2nn3c(nc(cc3C(F)F)C(F)F)c2)c(F)cc(F)c1. The result is 0 (inactive). (4) The compound is O1C2=C(C3(c4c(NC3=O)cccc4)C(=C1N)C(OCCCC)=O)C(=O)CCC2. The result is 0 (inactive). (5) The drug is S(=O)(=O)(NC(Cc1ccccc1)C(=O)N(CCCC)C)c1cc2CCC(=O)Nc2cc1. The result is 0 (inactive). (6) The compound is S(=O)(=O)(N1CCOCC1)c1c(OC)ccc(c1)C(=O)Nc1ccc(c2nc3sccn3c2)cc1. The result is 0 (inactive). (7) The molecule is O=C(N1CCC(Nc2ccc(OCC)cc2)CC1)C. The result is 0 (inactive).